Dataset: Catalyst prediction with 721,799 reactions and 888 catalyst types from USPTO. Task: Predict which catalyst facilitates the given reaction. The catalyst class is: 42. Reactant: Cl.[NH2:2][C@@H:3]1[C:9](=[O:10])[NH:8][C:7]2[CH:11]=[CH:12][CH:13]=[CH:14][C:6]=2[N:5]([C:15]([CH:17]2[CH2:22][CH2:21][O:20][CH2:19][CH2:18]2)=[O:16])[C@H:4]1[CH3:23].[C:24]([N:31]([CH3:37])[C@H:32]([C:34](O)=[O:35])[CH3:33])([O:26][C:27]([CH3:30])([CH3:29])[CH3:28])=[O:25].C(N(CC)C(C)C)(C)C.CN(C(ON1N=NC2C=CC=CC1=2)=[N+](C)C)C.F[P-](F)(F)(F)(F)F. Product: [CH3:37][N:31]([C@@H:32]([CH3:33])[C:34]([NH:2][C@H:3]1[C@H:4]([CH3:23])[N:5]([C:15]([CH:17]2[CH2:22][CH2:21][O:20][CH2:19][CH2:18]2)=[O:16])[C:6]2[CH:14]=[CH:13][CH:12]=[CH:11][C:7]=2[NH:8][C:9]1=[O:10])=[O:35])[C:24](=[O:25])[O:26][C:27]([CH3:30])([CH3:28])[CH3:29].